Predict the product of the given reaction. From a dataset of Forward reaction prediction with 1.9M reactions from USPTO patents (1976-2016). (1) The product is: [CH:40]([C:23]1[N:22]([CH3:21])[C:26]([C:2]2[CH:3]=[N:4][CH:5]=[C:6]([C:9]=2[NH:10][C:11]2[C:12]([CH3:20])=[C:13]3[C:17](=[CH:18][CH:19]=2)[NH:16][CH:15]=[CH:14]3)[C:7]#[N:8])=[CH:25][N:24]=1)=[O:41]. Given the reactants I[C:2]1[CH:3]=[N:4][CH:5]=[C:6]([C:9]=1[NH:10][C:11]1[C:12]([CH3:20])=[C:13]2[C:17](=[CH:18][CH:19]=1)[NH:16][CH:15]=[CH:14]2)[C:7]#[N:8].[CH3:21][N:22]1[C:26]([Sn](CCCC)(CCCC)CCCC)=[CH:25][N:24]=[C:23]1[CH:40]=[O:41].C(N(CC)CC)C, predict the reaction product. (2) Given the reactants [CH2:1]([N:3]1[C:7]([C:8]2[CH:9]=[C:10]3[C:15](=[CH:16][C:17]=2[C:18]([F:21])([F:20])[F:19])[NH:14][C:13](=[O:22])[N:12]([NH:23][S:24]([CH3:27])(=[O:26])=[O:25])[C:11]3=[O:28])=[CH:6][CH:5]=[N:4]1)[CH3:2].[C:29](Cl)(=[O:32])[CH2:30][CH3:31], predict the reaction product. The product is: [CH2:1]([N:3]1[C:7]([C:8]2[CH:9]=[C:10]3[C:15](=[CH:16][C:17]=2[C:18]([F:20])([F:21])[F:19])[NH:14][C:13](=[O:22])[N:12]([N:23]([C:29](=[O:32])[CH2:30][CH3:31])[S:24]([CH3:27])(=[O:25])=[O:26])[C:11]3=[O:28])=[CH:6][CH:5]=[N:4]1)[CH3:2].